From a dataset of Reaction yield outcomes from USPTO patents with 853,638 reactions. Predict the reaction yield, written as a fraction of the theoretical maximum amount of product (1.0 means a 100% yield; for example, 0.34 means a 34% yield). (1) The catalyst is CN(C)C=O. The yield is 0.570. The reactants are [CH3:1][O:2][C:3]1[CH:12]=[C:11]2[C:6]([C:7]([CH3:14])=[CH:8][C:9](=[O:13])[NH:10]2)=[CH:5][CH:4]=1.[I-].[Na+].[H-].[Li+].Br[CH2:20][CH2:21][CH:22]1[O:26][CH2:25][CH2:24][O:23]1. The product is [O:23]1[CH2:24][CH2:25][O:26][CH:22]1[CH2:21][CH2:20][N:10]1[C:11]2[C:6](=[CH:5][CH:4]=[C:3]([O:2][CH3:1])[CH:12]=2)[C:7]([CH3:14])=[CH:8][C:9]1=[O:13]. (2) The reactants are [N+:1]([C:4]1[CH:9]=[CH:8][C:7]([OH:10])=[CH:6][CH:5]=1)([O-:3])=[O:2].C([O-])([O-])=O.[K+].[K+].[I-].[Na+].[CH3:19][O:20][C:21](=[O:27])[CH2:22][O:23][CH2:24][CH2:25]Br. The catalyst is CC(C)=O. The product is [CH3:19][O:20][C:21](=[O:27])[CH2:22][O:23][CH2:24][CH2:25][O:10][C:7]1[CH:8]=[CH:9][C:4]([N+:1]([O-:3])=[O:2])=[CH:5][CH:6]=1. The yield is 0.436. (3) The reactants are [CH3:1][C:2]1([CH3:22])[N:7]2[N:8]=[CH:9][C:10]([C:11]([O:13]CC)=[O:12])=[C:6]2[NH:5][CH:4]([C:16]2[CH:21]=[CH:20][CH:19]=[CH:18][CH:17]=2)[CH2:3]1.[OH-].[K+].O.Cl. The catalyst is CCO. The yield is 0.830. The product is [CH3:1][C:2]1([CH3:22])[N:7]2[N:8]=[CH:9][C:10]([C:11]([OH:13])=[O:12])=[C:6]2[NH:5][CH:4]([C:16]2[CH:21]=[CH:20][CH:19]=[CH:18][CH:17]=2)[CH2:3]1. (4) The reactants are [C:1]([BH3-])#[N:2].[Na+].[CH3:5][N:6]([CH2:49][CH:50]=O)[C:7](=[O:48])[C:8]1[CH:47]=[CH:46][CH:45]=[C:10]([C:11]([NH:13][C:14]2[CH:19]=[CH:18][C:17]([N:20]3[CH2:25][CH2:24][CH2:23][CH2:22][CH2:21]3)=[CH:16][C:15]=2[C:26]2[CH:31]=[C:30]([C:32](=[O:44])[NH:33][C@@H:34]3[C:43]4[C:38](=[CH:39][CH:40]=[CH:41][CH:42]=4)[CH2:37][CH2:36][CH2:35]3)[CH:29]=[CH:28][N:27]=2)=[O:12])[CH:9]=1.CN[CH2:54][CH2:55][O:56][CH2:57][CH2:58][O:59][CH2:60][CH2:61][O:62][CH2:63][CH2:64][O:65][CH2:66][CH2:67][O:68][CH2:69][CH2:70][O:71][CH2:72][CH2:73][O:74][CH3:75].C(O)(=O)C. The catalyst is C(O)C.C(OCC)(=O)C. The product is [CH3:5][N:6]([CH2:49][CH2:50][N:2]([CH3:1])[CH2:54][CH2:55][O:56][CH2:57][CH2:58][O:59][CH2:60][CH2:61][O:62][CH2:63][CH2:64][O:65][CH2:66][CH2:67][O:68][CH2:69][CH2:70][O:71][CH2:72][CH2:73][O:74][CH3:75])[C:7](=[O:48])[C:8]1[CH:47]=[CH:46][CH:45]=[C:10]([C:11]([NH:13][C:14]2[CH:19]=[CH:18][C:17]([N:20]3[CH2:21][CH2:22][CH2:23][CH2:24][CH2:25]3)=[CH:16][C:15]=2[C:26]2[CH:31]=[C:30]([C:32](=[O:44])[NH:33][C@@H:34]3[C:43]4[C:38](=[CH:39][CH:40]=[CH:41][CH:42]=4)[CH2:37][CH2:36][CH2:35]3)[CH:29]=[CH:28][N:27]=2)=[O:12])[CH:9]=1. The yield is 0.370. (5) The reactants are [NH2:1][C:2]1[CH:9]=[CH:8][CH:7]=[C:6]([CH:10]2[CH2:12][CH2:11]2)[C:3]=1[C:4]#[N:5].[C:13]([N:21]=C=O)(=[O:20])C1C=CC=CC=1.[OH-].[Na+]. The catalyst is O1CCOCC1. The product is [NH2:5][C:4]1[C:3]2[C:2](=[CH:9][CH:8]=[CH:7][C:6]=2[CH:10]2[CH2:11][CH2:12]2)[NH:1][C:13](=[O:20])[N:21]=1. The yield is 0.124. (6) The reactants are [C:1]([C:9]1[CH:14]=[CH:13][CH:12]=[CH:11][C:10]=1[NH:15][C@@H:16]([CH2:21][C:22]1[CH:27]=[CH:26][C:25]([C:28]2[CH:32]=[C:31]([CH2:33][NH:34][CH2:35]C(OC(C)(C)C)=O)[S:30][CH:29]=2)=[CH:24][CH:23]=1)[C:17]([O:19][CH3:20])=[O:18])(=[O:8])[C:2]1[CH:7]=[CH:6][CH:5]=[CH:4][CH:3]=1.FC(F)(F)C(O)=O. The catalyst is ClCCl. The product is [C:1]([C:9]1[CH:14]=[CH:13][CH:12]=[CH:11][C:10]=1[NH:15][C@@H:16]([CH2:21][C:22]1[CH:27]=[CH:26][C:25]([C:28]2[CH:32]=[C:31]([CH2:33][NH:34][CH3:35])[S:30][CH:29]=2)=[CH:24][CH:23]=1)[C:17]([O:19][CH3:20])=[O:18])(=[O:8])[C:2]1[CH:7]=[CH:6][CH:5]=[CH:4][CH:3]=1. The yield is 1.00. (7) The reactants are [NH2:1][CH2:2][C:3]([OH:5])=[O:4].[OH:6][C:7]([C:9]([F:12])([F:11])[F:10])=O.[CH2:13]1[CH2:18]CC(N=C=N[CH:13]2[CH2:18]CC[CH2:15][CH2:14]2)[CH2:15][CH2:14]1.C(O)C#CC. The catalyst is CN(C1C=CN=CC=1)C.C(Cl)Cl. The product is [F:10][C:9]([F:12])([F:11])[C:7]([NH:1][CH2:2][C:3]([O:5][CH2:18][C:13]#[C:14][CH3:15])=[O:4])=[O:6]. The yield is 0.690. (8) The reactants are [C:1]1([C:7]([OH:9])=[O:8])([C:4](O)=[O:5])[CH2:3][CH2:2]1.C(N(CC)CC)C.S(Cl)(Cl)=O.[CH2:21]([NH2:28])[C:22]1[CH:27]=[CH:26][CH:25]=[CH:24][CH:23]=1. The catalyst is C1COCC1.C(OCC)(=O)C. The product is [CH2:21]([NH:28][C:4]([C:1]1([C:7]([OH:9])=[O:8])[CH2:3][CH2:2]1)=[O:5])[C:22]1[CH:27]=[CH:26][CH:25]=[CH:24][CH:23]=1. The yield is 0.521.